From a dataset of Full USPTO retrosynthesis dataset with 1.9M reactions from patents (1976-2016). Predict the reactants needed to synthesize the given product. Given the product [C:1]([O:4][C:5]1[CH:6]=[C:7]([CH2:14][C:15]([O:17][C:18]([CH3:21])([CH3:20])[CH3:19])=[O:16])[CH:8]=[C:9]([CH3:22])[C:10]=1[N+:11]([O-:13])=[O:12])(=[O:3])[CH3:2], predict the reactants needed to synthesize it. The reactants are: [C:1]([O:4][C:5]1[CH:6]=[C:7]([CH2:14][C:15]([O:17][C:18]([CH3:21])([CH3:20])[CH3:19])=[O:16])[CH:8]=[CH:9][C:10]=1[N+:11]([O-:13])=[O:12])(=[O:3])[CH3:2].[CH3:22][Mg]Cl.ClC1C(=O)C(C#N)=C(C#N)C(=O)C=1Cl.